Dataset: Full USPTO retrosynthesis dataset with 1.9M reactions from patents (1976-2016). Task: Predict the reactants needed to synthesize the given product. Given the product [F:20][C:21]1[CH:22]=[C:23]([C:8]2[C:7]([C:14]#[N:15])=[C:6]([OH:16])[C:5]([OH:4])=[CH:10][C:9]=2[C:11]#[N:12])[CH:24]=[C:25]([F:28])[C:26]=1[F:27], predict the reactants needed to synthesize it. The reactants are: C([O:4][C:5]1[CH:10]=[C:9]([C:11]#[N:12])[C:8](Br)=[C:7]([C:14]#[N:15])[C:6]=1[O:16]C(=O)C)(=O)C.[F:20][C:21]1[CH:22]=[C:23](B(O)O)[CH:24]=[C:25]([F:28])[C:26]=1[F:27].C(=O)([O-])[O-].[Na+].[Na+].